Dataset: Reaction yield outcomes from USPTO patents with 853,638 reactions. Task: Predict the reaction yield, written as a fraction of the theoretical maximum amount of product (1.0 means a 100% yield; for example, 0.34 means a 34% yield). (1) The reactants are [C:1]([C:3]1[CH:8]=[CH:7][C:6]([CH:9]([O:28][C:29]2[CH:34]=[CH:33][C:32]([O:35][CH3:36])=[C:31]([O:37][CH3:38])[CH:30]=2)[CH2:10][CH2:11][CH2:12][N:13]2[CH2:17][CH:16]3[CH2:18][N:19](C(OC(C)(C)C)=O)[CH2:20][CH:15]3[CH2:14]2)=[CH:5][CH:4]=1)#[N:2].Cl. The yield is 1.00. The product is [CH3:38][O:37][C:31]1[CH:30]=[C:29]([CH:34]=[CH:33][C:32]=1[O:35][CH3:36])[O:28][CH:9]([C:6]1[CH:7]=[CH:8][C:3]([C:1]#[N:2])=[CH:4][CH:5]=1)[CH2:10][CH2:11][CH2:12][N:13]1[CH2:17][CH:16]2[CH:15]([CH2:20][NH:19][CH2:18]2)[CH2:14]1. The catalyst is C(OCC)(=O)C. (2) The reactants are [CH3:1][C:2]1[S:23][C:5]2[N:6]=[C:7]([CH2:11][N:12]3[CH:16]=[C:15]([CH:17]=[O:18])[C:14]([C:19]([F:22])([F:21])[F:20])=[N:13]3)[NH:8][C:9](=[O:10])[C:4]=2[C:3]=1[C:24]1[CH:29]=[CH:28][CH:27]=[CH:26][CH:25]=1.[BH4-].[Na+]. The catalyst is C(Cl)Cl.CO. The product is [OH:18][CH2:17][C:15]1[C:14]([C:19]([F:20])([F:22])[F:21])=[N:13][N:12]([CH2:11][C:7]2[NH:8][C:9](=[O:10])[C:4]3[C:3]([C:24]4[CH:29]=[CH:28][CH:27]=[CH:26][CH:25]=4)=[C:2]([CH3:1])[S:23][C:5]=3[N:6]=2)[CH:16]=1. The yield is 0.100. (3) The reactants are [CH2:1]([C@@H:8]1[NH:13][CH2:12][CH2:11][N:10]([C:14]2[CH:19]=[CH:18][C:17]([O:20][CH:21]([F:23])[F:22])=[C:16]([O:24][CH2:25][CH:26]3[CH2:28][CH2:27]3)[CH:15]=2)[CH2:9]1)[C:2]1[CH:7]=[CH:6][CH:5]=[CH:4][CH:3]=1.[NH:29]1[CH:33]=[C:32]([CH2:34][C:35](O)=[O:36])[N:31]=[CH:30]1. No catalyst specified. The product is [CH2:1]([C@H:8]1[CH2:9][N:10]([C:14]2[CH:19]=[CH:18][C:17]([O:20][CH:21]([F:23])[F:22])=[C:16]([O:24][CH2:25][CH:26]3[CH2:28][CH2:27]3)[CH:15]=2)[CH2:11][CH2:12][N:13]1[C:35](=[O:36])[CH2:34][C:32]1[NH:31][CH:30]=[N:29][CH:33]=1)[C:2]1[CH:3]=[CH:4][CH:5]=[CH:6][CH:7]=1. The yield is 0.350. (4) The reactants are [Cl-].O[NH3+:3].[C:4](=[O:7])([O-])[OH:5].[Na+].CS(C)=O.[O:13]=[C:14]1[C:19]([CH2:20][C:21]2[CH:26]=[CH:25][C:24]([C:27]3[C:28]([C:33]#[N:34])=[CH:29][CH:30]=[CH:31][CH:32]=3)=[CH:23][CH:22]=2)=[C:18]([CH2:35][CH2:36][CH3:37])[N:17]2[N:38]=[CH:39][N:40]=[C:16]2[N:15]1[CH:41]1[CH2:46][CH2:45][CH:44]([O:47][CH2:48][CH:49]=[CH2:50])[CH2:43][CH2:42]1. The catalyst is C(OCC)(=O)C. The product is [O:7]=[C:4]1[O:5][N:3]=[C:33]([C:28]2[CH:29]=[CH:30][CH:31]=[CH:32][C:27]=2[C:24]2[CH:23]=[CH:22][C:21]([CH2:20][C:19]3[C:14](=[O:13])[N:15]([CH:41]4[CH2:42][CH2:43][CH:44]([O:47][CH2:48][CH:49]=[CH2:50])[CH2:45][CH2:46]4)[C:16]4[N:17]([N:38]=[CH:39][N:40]=4)[C:18]=3[CH2:35][CH2:36][CH3:37])=[CH:26][CH:25]=2)[NH:34]1. The yield is 0.560. (5) The reactants are C(=O)([O-])[O-].[Na+].[Na+].[ClH:7].F[C:9]1[CH:14]=[CH:13][C:12]([C:15]2[CH:16]=[CH:17][C:18]3[C:22]([C:23]4[CH:24]=[N:25][CH:26]=[CH:27][CH:28]=4)=[CH:21][S:20][C:19]=3[CH:29]=2)=[CH:11][CH:10]=1.[C:30](C1C=CC=CC=1B(O)O)(=[O:32])[CH3:31].Cl.C(OCC)C. The catalyst is C1COCC1.C(OCC)C. The product is [ClH:7].[N:25]1[CH:26]=[CH:27][CH:28]=[C:23]([C:22]2[C:18]3[CH:17]=[CH:16][C:15]([C:12]4[CH:13]=[CH:14][CH:9]=[CH:10][C:11]=4[C:30](=[O:32])[CH3:31])=[CH:29][C:19]=3[S:20][CH:21]=2)[CH:24]=1. The yield is 0.710.